Regression/Classification. Given a drug SMILES string, predict its absorption, distribution, metabolism, or excretion properties. Task type varies by dataset: regression for continuous measurements (e.g., permeability, clearance, half-life) or binary classification for categorical outcomes (e.g., BBB penetration, CYP inhibition). Dataset: rlm. From a dataset of Rat liver microsome stability data. (1) The compound is CC[C@@](C)(Nc1ccnc(-c2c[nH]c3ncccc23)n1)C(=O)NCC(F)(F)F. The result is 1 (stable in rat liver microsomes). (2) The result is 0 (unstable in rat liver microsomes). The molecule is COc1ccc2[nH]c3c(C)c4ccncc4c(C)c3c2c1. (3) The compound is CNc1nc2c(s1)C(c1ccc(Cl)cc1)CC(=O)N2. The result is 1 (stable in rat liver microsomes). (4) The result is 0 (unstable in rat liver microsomes). The drug is O=C(Nc1ccc(-c2nc3cc(NC(=O)c4ccccc4Cl)ccc3o2)cc1)c1ccccc1Cl.